This data is from Peptide-MHC class I binding affinity with 185,985 pairs from IEDB/IMGT. The task is: Regression. Given a peptide amino acid sequence and an MHC pseudo amino acid sequence, predict their binding affinity value. This is MHC class I binding data. The peptide sequence is LSPGPIIDYH. The MHC is Mamu-A01 with pseudo-sequence Mamu-A01. The binding affinity (normalized) is 1.00.